This data is from Reaction yield outcomes from USPTO patents with 853,638 reactions. The task is: Predict the reaction yield, written as a fraction of the theoretical maximum amount of product (1.0 means a 100% yield; for example, 0.34 means a 34% yield). (1) The reactants are Cl[C:2]1[C:11]2[C:6](=[CH:7][CH:8]=[CH:9][CH:10]=2)[C:5]([C:12]2[CH:17]=[CH:16][C:15]([F:18])=[CH:14][CH:13]=2)=[N:4][N:3]=1.[NH:19]1[CH2:24][CH2:23][NH:22][CH2:21][C@@H:20]1[CH2:25][OH:26].C(N(C(C)C)CC)(C)C. The catalyst is CS(C)=O. The product is [F:18][C:15]1[CH:16]=[CH:17][C:12]([C:5]2[C:6]3[C:11](=[CH:10][CH:9]=[CH:8][CH:7]=3)[C:2]([N:22]3[CH2:23][CH2:24][NH:19][C@@H:20]([CH2:25][OH:26])[CH2:21]3)=[N:3][N:4]=2)=[CH:13][CH:14]=1. The yield is 0.840. (2) The reactants are [F:1][C:2]1[CH:7]=[CH:6][C:5]([OH:8])=[CH:4][CH:3]=1.F[C:10]1[CH:15]=[CH:14][CH:13]=[CH:12][C:11]=1[N+:16]([O-:18])=[O:17].[F:19][C:20]1[CH:33]=[CH:32][C:23]([O:24][C:25]2[CH:31]=[CH:30][CH:29]=[CH:28][C:26]=2[NH2:27])=[CH:22][CH:21]=1.[NH2:34][C:35]1[S:36][CH:37]=[CH:38][N:39]=1. No catalyst specified. The product is [F:1][C:2]1[CH:7]=[CH:6][C:5]([O:8][C:10]2[CH:15]=[CH:14][CH:13]=[CH:12][C:11]=2[N+:16]([O-:18])=[O:17])=[CH:4][CH:3]=1.[F:19][C:20]1[CH:33]=[CH:32][C:23]([O:24][C:25]2[CH:31]=[CH:30][CH:29]=[CH:28][C:26]=2[NH:27][C:5]([NH:34][C:35]2[S:36][CH:37]=[CH:38][N:39]=2)=[O:8])=[CH:22][CH:21]=1. The yield is 0.750. (3) The reactants are [Cl:1][CH2:2][CH2:3][O:4][C:5]1[CH:26]=[CH:25][C:8]([C:9]([CH:11]2[C:19](=[O:20])[C:18]3[C:13](=[CH:14][CH:15]=[CH:16][C:17]=3[N+:21]([O-])=O)[C:12]2=[O:24])=[O:10])=[CH:7][CH:6]=1. The catalyst is C1COCC1.[Pd]. The product is [NH2:21][C:17]1[CH:16]=[CH:15][CH:14]=[C:13]2[C:18]=1[C:19](=[O:20])[CH:11]([C:9](=[O:10])[C:8]1[CH:25]=[CH:26][C:5]([O:4][CH2:3][CH2:2][Cl:1])=[CH:6][CH:7]=1)[C:12]2=[O:24]. The yield is 0.980. (4) The yield is 0.430. The product is [F:1][C:2]1[CH:26]=[CH:25][C:24]([OH:35])=[CH:23][C:3]=1[CH2:4][O:5][C:6]([N:8]1[CH2:13][CH2:12][N:11]([C:14]([O:16][C:17]([CH3:20])([CH3:19])[CH3:18])=[O:15])[CH2:10][C@H:9]1[CH2:21][CH3:22])=[O:7]. The catalyst is O1CCCC1. The reactants are [F:1][C:2]1[CH:26]=[CH:25][C:24](I)=[CH:23][C:3]=1[CH2:4][O:5][C:6]([N:8]1[CH2:13][CH2:12][N:11]([C:14]([O:16][C:17]([CH3:20])([CH3:19])[CH3:18])=[O:15])[CH2:10][C@H:9]1[CH2:21][CH3:22])=[O:7].C([Li])CCC.C(O)(=[O:35])C.OO. (5) The catalyst is C(Cl)Cl. The yield is 0.690. The reactants are [C:1]([O:5][C:6]([N:8]1[CH2:13][CH2:12][CH:11]([NH:14][C@H:15]([C:18]2[CH:23]=[CH:22][CH:21]=[CH:20][CH:19]=2)[CH2:16][OH:17])[CH2:10][CH2:9]1)=[O:7])([CH3:4])([CH3:3])[CH3:2].[C:24]1([N:30]=[C:31]=[O:32])[CH:29]=[CH:28][CH:27]=[CH:26][CH:25]=1. The product is [C:1]([O:5][C:6]([N:8]1[CH2:9][CH2:10][CH:11]([N:14]([C@H:15]([C:18]2[CH:19]=[CH:20][CH:21]=[CH:22][CH:23]=2)[CH2:16][OH:17])[C:31]([NH:30][C:24]2[CH:29]=[CH:28][CH:27]=[CH:26][CH:25]=2)=[O:32])[CH2:12][CH2:13]1)=[O:7])([CH3:4])([CH3:2])[CH3:3]. (6) The yield is 0.640. The product is [Cl:20][C:14]1[N:13]=[CH:12][CH:11]=[C:10]([CH2:7][C:8]#[N:9])[C:15]=1[C:16]([O:18][CH3:19])=[O:17]. The catalyst is C(Cl)Cl. The reactants are C(OC(=O)[CH:7]([C:10]1[C:15]([C:16]([O:18][CH3:19])=[O:17])=[C:14]([Cl:20])[N:13]=[CH:12][CH:11]=1)[C:8]#[N:9])(C)(C)C.C(O)(C(F)(F)F)=O. (7) The reactants are [F:1][C:2]1[CH:3]=[C:4]([NH2:9])[C:5]([NH2:8])=[CH:6][CH:7]=1.C(N(CC)CC)C.[S:17](Cl)(Cl)=O. No catalyst specified. The product is [F:1][C:2]1[CH:7]=[CH:6][C:5]2[C:4]([CH:3]=1)=[N:9][S:17][N:8]=2. The yield is 0.443.